Predict the product of the given reaction. From a dataset of Forward reaction prediction with 1.9M reactions from USPTO patents (1976-2016). (1) Given the reactants Cl.[NH2:2][CH2:3][C:4]1[CH:9]=[CH:8][C:7]([NH:10]/[C:11](=[C:18]2\[C:19](=[O:30])[NH:20][C:21]3[C:26]\2=[CH:25][C:24]([N+:27]([O-:29])=[O:28])=[CH:23][CH:22]=3)/[C:12]2[CH:17]=[CH:16][CH:15]=[CH:14][CH:13]=2)=[CH:6][CH:5]=1.[CH:31](=O)[CH3:32].C([BH3-])#N.[Na+], predict the reaction product. The product is: [CH2:31]([NH:2][CH2:3][C:4]1[CH:5]=[CH:6][C:7]([NH:10]/[C:11](=[C:18]2\[C:19](=[O:30])[NH:20][C:21]3[C:26]\2=[CH:25][C:24]([N+:27]([O-:29])=[O:28])=[CH:23][CH:22]=3)/[C:12]2[CH:13]=[CH:14][CH:15]=[CH:16][CH:17]=2)=[CH:8][CH:9]=1)[CH3:32]. (2) Given the reactants [Br:1][C:2]1[CH:3]=[C:4]([NH2:9])[C:5]([CH3:8])=[N:6][CH:7]=1.[Cl:10][CH2:11][CH2:12][CH2:13][N:14]=[C:15]=[O:16], predict the reaction product. The product is: [Br:1][C:2]1[CH:3]=[C:4]([NH:9][C:15]([NH:14][CH2:13][CH2:12][CH2:11][Cl:10])=[O:16])[C:5]([CH3:8])=[N:6][CH:7]=1. (3) Given the reactants [C:1]([C:3]1[CH:12]=[CH:11][C:6]([C:7]([O:9][CH3:10])=O)=[CH:5][CH:4]=1)#[N:2].Cl.[NH2:14][OH:15].[OH2:16].C(Cl)Cl, predict the reaction product. The product is: [OH:15][NH:14][C:1]([C:3]1[CH:12]=[CH:11][C:6]([C:7]([O:9][CH3:10])=[O:16])=[CH:5][CH:4]=1)=[NH:2]. (4) Given the reactants [CH3:1][C:2]1[CH:11]=[CH:10][C:9]2[C:4](=[C:5](C(OC)=O)[CH:6]=[CH:7][CH:8]=2)[N:3]=1.[CH3:16][Mg+].[Br-].CC[O:21][CH2:22][CH3:23], predict the reaction product. The product is: [CH3:1][C:2]1[CH:11]=[CH:10][C:9]2[C:4](=[C:5]([C:22]([OH:21])([CH3:23])[CH3:16])[CH:6]=[CH:7][CH:8]=2)[N:3]=1. (5) Given the reactants [O:1]1[CH2:6][CH2:5][CH:4]([C:7]2[NH:8][CH:9]=[CH:10][N:11]=2)[CH2:3][CH2:2]1.[H-].[Na+].[CH3:14][N:15]([CH3:20])[S:16](Cl)(=[O:18])=[O:17].[NH4+].[Cl-], predict the reaction product. The product is: [O:1]1[CH2:2][CH2:3][CH:4]([C:7]2[N:11]([S:16]([N:15]([CH3:20])[CH3:14])(=[O:18])=[O:17])[CH:10]=[CH:9][N:8]=2)[CH2:5][CH2:6]1. (6) Given the reactants [NH2:1][C:2]1[C:11]([C:12]2[CH:17]=[CH:16][C:15]([C:18]([O:20][CH3:21])=[O:19])=[CH:14][CH:13]=2)=[N:10][C:9]([C:22]2[CH:27]=[CH:26][C:25]([O:28][CH3:29])=[C:24]([F:30])[CH:23]=2)=[CH:8][C:3]=1[C:4]([O:6][CH3:7])=[O:5].N([O-])=O.[Na+].[N-:35]=[N+:36]=[N-].[Na+].C(OCC)C, predict the reaction product. The product is: [N:1]([C:2]1[C:11]([C:12]2[CH:13]=[CH:14][C:15]([C:18]([O:20][CH3:21])=[O:19])=[CH:16][CH:17]=2)=[N:10][C:9]([C:22]2[CH:27]=[CH:26][C:25]([O:28][CH3:29])=[C:24]([F:30])[CH:23]=2)=[CH:8][C:3]=1[C:4]([O:6][CH3:7])=[O:5])=[N+:35]=[N-:36]. (7) The product is: [C:6]([CH2:8][CH:9]([C:11]1[CH:20]=[CH:19][C:14]([C:15]([O:17][CH3:18])=[O:16])=[CH:13][CH:12]=1)[OH:10])([OH:7])=[O:5]. Given the reactants C([O:5][C:6]([CH2:8][CH:9]([C:11]1[CH:20]=[CH:19][C:14]([C:15]([O:17][CH3:18])=[O:16])=[CH:13][CH:12]=1)[OH:10])=[O:7])(C)(C)C, predict the reaction product. (8) Given the reactants C1N=CN([C:6](N2C=NC=C2)=[O:7])C=1.[CH2:13]([O:15][C:16](=[O:35])[C@H:17]([OH:34])[CH2:18][NH:19][C:20]1[CH:25]=[CH:24][C:23]([N:26]2[CH:31]=[CH:30][C:29](=[O:32])[CH2:28][CH2:27]2)=[C:22]([F:33])[CH:21]=1)[CH3:14], predict the reaction product. The product is: [CH2:13]([O:15][C:16]([CH:17]1[O:34][C:6](=[O:7])[N:19]([C:20]2[CH:25]=[CH:24][C:23]([N:26]3[CH:27]=[CH:28][C:29](=[O:32])[CH2:30][CH2:31]3)=[C:22]([F:33])[CH:21]=2)[CH2:18]1)=[O:35])[CH3:14].